This data is from Forward reaction prediction with 1.9M reactions from USPTO patents (1976-2016). The task is: Predict the product of the given reaction. (1) Given the reactants [NH2:1][C:2]1[CH:7]=[C:6]([F:8])[C:5]([F:9])=[CH:4][C:3]=1[NH2:10].[N:11]#[C:12]Br.C(=O)(O)[O-].[Na+], predict the reaction product. The product is: [F:8][C:6]1[C:5]([F:9])=[CH:4][C:3]2[NH:10][C:12]([NH2:11])=[N:1][C:2]=2[CH:7]=1. (2) Given the reactants [Cl:1][C:2]1[NH:3][C:4]2[CH:10]=[C:9]([O:11]C)[CH:8]=[CH:7][C:5]=2[N:6]=1.B(Br)(Br)Br, predict the reaction product. The product is: [Cl:1][C:2]1[NH:3][C:4]2[CH:10]=[C:9]([OH:11])[CH:8]=[CH:7][C:5]=2[N:6]=1. (3) Given the reactants [Cl:1][C:2]1[C:9]([F:10])=[CH:8][CH:7]=[C:6]([F:11])[C:3]=1[CH:4]=[O:5].[CH3:12][Mg]Cl.CO.Cl, predict the reaction product. The product is: [Cl:1][C:2]1[C:9]([F:10])=[CH:8][CH:7]=[C:6]([F:11])[C:3]=1[CH:4]([OH:5])[CH3:12]. (4) The product is: [C:3]([O:6][C:7]1[CH:23]=[CH:22][CH:21]=[CH:20][C:8]=1[C:9]([O:11][C:12]1[CH:17]=[CH:16][CH:15]=[C:14]([CH2:18][OH:19])[CH:13]=1)=[O:10])(=[O:5])[CH3:4]. Given the reactants [BH4-].[Na+].[C:3]([O:6][C:7]1[CH:23]=[CH:22][CH:21]=[CH:20][C:8]=1[C:9]([O:11][C:12]1[CH:17]=[CH:16][CH:15]=[C:14]([CH:18]=[O:19])[CH:13]=1)=[O:10])(=[O:5])[CH3:4], predict the reaction product.